The task is: Predict which catalyst facilitates the given reaction.. This data is from Catalyst prediction with 721,799 reactions and 888 catalyst types from USPTO. (1) Reactant: Cl.C(N1C[C@@H](C2C=CC(F)=CC=2F)[C@H](C([N:21]2[C@@H:25]([C:26]3[S:27][CH:28]=[CH:29][N:30]=3)[CH2:24][C@H:23]([N:31]([CH:38]3[CH2:43][CH2:42][C:41]([CH3:45])([CH3:44])[CH2:40][CH2:39]3)[C:32](=[O:37])[C:33]([CH3:36])([CH3:35])[CH3:34])[CH2:22]2)=O)C1)(C)(C)C.Cl[CH2:47]C=O.[C:50]([O-:53])(O)=[O:51].[Na+].N1[CH:60]=[CH:59][CH:58]=CC=1.C(OC(C(F)(F)F)=O)(C(F)(F)F)=O. Product: [C:50]([N:21]1[CH2:22][C@@H:23]([N:31]([CH:38]2[CH2:39][CH2:40][C:41]([CH3:45])([CH3:44])[CH2:42][CH2:43]2)[C:32](=[O:37])[C:33]([CH3:36])([CH3:34])[CH3:35])[CH2:24][C@@H:25]1[C:26]1[S:27][CH:28]=[CH:29][N:30]=1)([O:53][C:59]([CH3:58])([CH3:60])[CH3:47])=[O:51]. The catalyst class is: 216. (2) Reactant: [C:1]([C:5]1[NH:6][C:7]([C:16]2[CH:21]=[CH:20][NH:19][C:18](=[O:22])[CH:17]=2)=[C:8]([C:10]2[CH:15]=[CH:14][CH:13]=[CH:12][N:11]=2)[N:9]=1)([CH3:4])([CH3:3])[CH3:2]. Product: [C:1]([C:5]1[NH:6][C:7]2[C:16]3[CH:21]=[CH:20][NH:19][C:18](=[O:22])[C:17]=3[C:15]3[C:10]([C:8]=2[N:9]=1)=[N:11][CH:12]=[CH:13][CH:14]=3)([CH3:4])([CH3:2])[CH3:3]. The catalyst class is: 5. (3) Reactant: Br[C:2]1[CH:7]=[CH:6][C:5]([C:8]([OH:11])([CH3:10])[CH3:9])=[CH:4][CH:3]=1.[CH3:12][C:13]1([CH3:29])[C:17]([CH3:19])([CH3:18])[O:16][B:15]([B:15]2[O:16][C:17]([CH3:19])([CH3:18])[C:13]([CH3:29])([CH3:12])[O:14]2)[O:14]1.C(O[K])(C)=O.CCOC(C)=O. Product: [CH3:12][C:13]1([CH3:29])[C:17]([CH3:19])([CH3:18])[O:16][B:15]([C:2]2[CH:7]=[CH:6][C:5]([C:8]([OH:11])([CH3:10])[CH3:9])=[CH:4][CH:3]=2)[O:14]1. The catalyst class is: 75.